From a dataset of Catalyst prediction with 721,799 reactions and 888 catalyst types from USPTO. Predict which catalyst facilitates the given reaction. (1) Reactant: [NH2:1][C:2](=[O:18])[C@@H:3]([NH:7][C:8](=[O:17])[O:9][CH2:10][C:11]1[CH:16]=[CH:15][CH:14]=[CH:13][CH:12]=1)[C@H:4]([OH:6])[CH3:5].CCN(CC)CC.[CH3:26][C:27](OC(C)=O)=[O:28]. Product: [C:27]([O:6][C@@H:4]([C@H:3]([NH:7][C:8]([O:9][CH2:10][C:11]1[CH:16]=[CH:15][CH:14]=[CH:13][CH:12]=1)=[O:17])[C:2]([NH2:1])=[O:18])[CH3:5])(=[O:28])[CH3:26]. The catalyst class is: 64. (2) Reactant: C([O:8][N:9]1[C:18](=[O:19])[C:17]2[C:12](=[CH:13][C:14]([F:21])=[C:15]([F:20])[CH:16]=2)[N:11]([CH2:22][CH3:23])[C:10]1=[O:24])C1C=CC=CC=1.[H][H]. The catalyst class is: 358. Product: [CH2:22]([N:11]1[C:12]2[C:17](=[CH:16][C:15]([F:20])=[C:14]([F:21])[CH:13]=2)[C:18](=[O:19])[N:9]([OH:8])[C:10]1=[O:24])[CH3:23]. (3) Reactant: N(C(OC(C)C)=O)=NC(OC(C)C)=O.C(N(CC)C(=O)CC1C(C2C=CC(O)=CC=2)=NN2C(C)=CC(C)=NC=12)C.C1(P(C2C=CC=CC=2)C2C=CC=CC=2)C=CC=CC=1.[S:60]([C:67]1[CH:73]=[CH:72][C:70]([CH3:71])=[CH:69][CH:68]=1)([O:63]CCO)(=[O:62])=[O:61]. Product: [C:70]1([CH3:71])[CH:69]=[CH:68][C:67]([S:60]([OH:63])(=[O:61])=[O:62])=[CH:73][CH:72]=1. The catalyst class is: 1. (4) Reactant: [C:1]([O:5][C:6]([N:8]1[CH2:13][CH2:12][N:11]([C:14]2[CH:19]=[CH:18][C:17]([C:20]3[O:24][C:23]([NH:25][C:26]4[CH:27]=[N:28][CH:29]=[CH:30][CH:31]=4)=[N:22][C:21]=3[C:32]([OH:34])=O)=[CH:16][CH:15]=2)[CH2:10][CH2:9]1)=[O:7])([CH3:4])([CH3:3])[CH3:2].C[N:36](C(ON1N=NC2C=CC=NC1=2)=[N+](C)C)C.F[P-](F)(F)(F)(F)F.C(N(C(C)C)CC)(C)C.N.O1CCOCC1. Product: [C:32]([C:21]1[N:22]=[C:23]([NH:25][C:26]2[CH:27]=[N:28][CH:29]=[CH:30][CH:31]=2)[O:24][C:20]=1[C:17]1[CH:16]=[CH:15][C:14]([N:11]2[CH2:12][CH2:13][N:8]([C:6]([O:5][C:1]([CH3:4])([CH3:2])[CH3:3])=[O:7])[CH2:9][CH2:10]2)=[CH:19][CH:18]=1)(=[O:34])[NH2:36]. The catalyst class is: 3. (5) Reactant: [NH2:1][C:2]1[CH:7]=[CH:6][CH:5]=[CH:4][C:3]=1[CH2:8][OH:9].Cl.[N:11]([O-])=O.[Na+].[CH3:15][C:16]1[CH:17]=[C:18]([OH:23])[CH:19]=[C:20]([CH3:22])[CH:21]=1.C([O-])([O-])=O.[Na+].[Na+]. Product: [OH:9][CH2:8][C:3]1[CH:4]=[CH:5][CH:6]=[CH:7][C:2]=1/[N:1]=[N:11]/[C:21]1[C:20]([CH3:22])=[CH:19][C:18]([OH:23])=[CH:17][C:16]=1[CH3:15]. The catalyst class is: 578. (6) Reactant: [CH2:1]([OH:4])[C:2]#[CH:3].[Si:5](Cl)([C:18](C)([CH3:20])[CH3:19])([C:12]1[CH:17]=CC=C[CH:13]=1)[C:6]1[CH:11]=CC=C[CH:7]=1.N1C=CN=C1. Product: [CH:6]([Si:5]([CH:18]([CH3:20])[CH3:19])([CH:12]([CH3:17])[CH3:13])[O:4][CH2:1][C:2]#[CH:3])([CH3:11])[CH3:7]. The catalyst class is: 2. (7) Reactant: [H-].[Na+].[N:3]1[CH:8]=[CH:7][C:6]([CH2:9][C:10]([O:12]CC)=O)=[CH:5][CH:4]=1.[S:15]([C:24]1[CH:30]=[CH:29][CH:28]=[CH:27][C:25]=1[NH2:26])[S:15][C:24]1[CH:30]=[CH:29][CH:28]=[CH:27][C:25]=1[NH2:26]. Product: [N:3]1[CH:4]=[CH:5][C:6]([CH:9]2[S:15][C:24]3[CH:30]=[CH:29][CH:28]=[CH:27][C:25]=3[NH:26][C:10]2=[O:12])=[CH:7][CH:8]=1. The catalyst class is: 18. (8) Reactant: [F:1][C:2]1[C:7]([C:8]([F:11])([F:10])[F:9])=[CH:6][CH:5]=[CH:4][C:3]=1[C:12]1[CH2:13][CH2:14][NH:15][CH2:16][CH:17]=1.Cl. Product: [F:1][C:2]1[C:7]([C:8]([F:9])([F:10])[F:11])=[CH:6][CH:5]=[CH:4][C:3]=1[CH:12]1[CH2:17][CH2:16][NH:15][CH2:14][CH2:13]1. The catalyst class is: 43. (9) Reactant: [NH2:1][C:2]1[CH:7]=[CH:6][C:5]([OH:8])=[C:4]([C:9]2[N:13]([CH3:14])[N:12]=[CH:11][C:10]=2[Cl:15])[CH:3]=1.[F:16][C:17]1[CH:25]=[C:24]([O:26][CH3:27])[CH:23]=[CH:22][C:18]=1[C:19](O)=[O:20].CCN(C(C)C)C(C)C.CN(C(ON1N=NC2C=CC=NC1=2)=[N+](C)C)C.F[P-](F)(F)(F)(F)F. Product: [Cl:15][C:10]1[CH:11]=[N:12][N:13]([CH3:14])[C:9]=1[C:4]1[CH:3]=[C:2]([NH:1][C:19](=[O:20])[C:18]2[CH:22]=[CH:23][C:24]([O:26][CH3:27])=[CH:25][C:17]=2[F:16])[CH:7]=[CH:6][C:5]=1[OH:8]. The catalyst class is: 59. (10) Reactant: [CH3:1]N(CCN(C)C)C.C([Li])(CC)C.[F:14][C:15]([F:26])([F:25])[C:16]1[CH:24]=[CH:23][C:19]([C:20]([OH:22])=[O:21])=[CH:18][CH:17]=1.IC. Product: [CH3:1][C:23]1[CH:24]=[C:16]([C:15]([F:25])([F:26])[F:14])[CH:17]=[CH:18][C:19]=1[C:20]([OH:22])=[O:21]. The catalyst class is: 1.